This data is from Full USPTO retrosynthesis dataset with 1.9M reactions from patents (1976-2016). The task is: Predict the reactants needed to synthesize the given product. (1) Given the product [C:4]([O:3][C:1](=[O:2])[CH2:8][CH2:9][N:10]([CH2:11][CH2:22][NH2:24])[CH2:14][C:13]([O:17][C:18]([CH3:21])([CH3:20])[CH3:19])=[O:16])([CH3:7])([CH3:6])[CH3:5], predict the reactants needed to synthesize it. The reactants are: [C:1]([CH:8](N)[CH2:9][NH:10][CH3:11])([O:3][C:4]([CH3:7])([CH3:6])[CH3:5])=[O:2].[C:13]([O:17][C:18]([CH3:21])([CH3:20])[CH3:19])(=[O:16])[CH:14]=C.[CH2:22]([N:24](CC)CC)C. (2) Given the product [Cl:1][C:2]1[CH:3]=[CH:4][C:5]2[NH:10][CH2:9][C@H:8]([C@H:11]([OH:14])[CH2:12][OH:13])[NH:7][C:6]=2[N:15]=1, predict the reactants needed to synthesize it. The reactants are: [Cl:1][C:2]1[CH:3]=[CH:4][C:5]2[NH:10][CH2:9][CH:8]([CH:11]([OH:14])[CH2:12][OH:13])[NH:7][C:6]=2[N:15]=1.ClC1C=CC2NC(=O)C([C@H](O)C(OC)=O)NC=2N=1.